This data is from Reaction yield outcomes from USPTO patents with 853,638 reactions. The task is: Predict the reaction yield, written as a fraction of the theoretical maximum amount of product (1.0 means a 100% yield; for example, 0.34 means a 34% yield). The reactants are Cl.[NH2:2][CH2:3][C:4]1[CH:5]=[C:6]2[C:10](=[CH:11][CH:12]=1)[C:9](=[O:13])[N:8]([CH:14]1[CH2:19][CH2:18][C:17](=[O:20])[NH:16][C:15]1=[O:21])[C:7]2=[O:22].[Cl:23][C:24]1[CH:32]=[CH:31][C:27]([C:28](Cl)=[O:29])=[CH:26][CH:25]=1.CCN(C(C)C)C(C)C. The catalyst is C1COCC1. The product is [Cl:23][C:24]1[CH:32]=[CH:31][C:27]([C:28]([NH:2][CH2:3][C:4]2[CH:5]=[C:6]3[C:10](=[CH:11][CH:12]=2)[C:9](=[O:13])[N:8]([CH:14]2[CH2:19][CH2:18][C:17](=[O:20])[NH:16][C:15]2=[O:21])[C:7]3=[O:22])=[O:29])=[CH:26][CH:25]=1. The yield is 0.630.